This data is from Retrosynthesis with 50K atom-mapped reactions and 10 reaction types from USPTO. The task is: Predict the reactants needed to synthesize the given product. Given the product COc1cc2c(cc1OC)C(Cc1ccc(OC(=O)N3CCOCC3)c(OC)c1)N(CC(=O)NCc1ccccc1)CC2, predict the reactants needed to synthesize it. The reactants are: COc1cc(CC2c3cc(OC)c(OC)cc3CCN2CC(=O)NCc2ccccc2)ccc1O.O=C(Cl)N1CCOCC1.